Dataset: Full USPTO retrosynthesis dataset with 1.9M reactions from patents (1976-2016). Task: Predict the reactants needed to synthesize the given product. The reactants are: [F:1][C:2]([F:40])([F:39])[C:3]1[CH:8]=[CH:7][C:6]([C@:9]23[CH2:14][C@H:13]2[CH2:12][N:11]([CH2:15][CH2:16][CH2:17][N:18]2[CH:23]=[C:22]([N:24]4[C:32]5[CH2:31][CH2:30][CH2:29][CH2:28][C:27]=5[C:26]([C:33]([F:36])([F:35])[F:34])=[N:25]4)[C:21](=[O:37])[NH:20][C:19]2=[O:38])[CH2:10]3)=[CH:5][CH:4]=1.[ClH:41]. Given the product [ClH:41].[ClH:41].[F:40][C:2]([F:1])([F:39])[C:3]1[CH:8]=[CH:7][C:6]([C@:9]23[CH2:14][C@H:13]2[CH2:12][N:11]([CH2:15][CH2:16][CH2:17][N:18]2[CH:23]=[C:22]([N:24]4[C:32]5[CH2:31][CH2:30][CH2:29][CH2:28][C:27]=5[C:26]([C:33]([F:36])([F:35])[F:34])=[N:25]4)[C:21](=[O:37])[NH:20][C:19]2=[O:38])[CH2:10]3)=[CH:5][CH:4]=1, predict the reactants needed to synthesize it.